This data is from Forward reaction prediction with 1.9M reactions from USPTO patents (1976-2016). The task is: Predict the product of the given reaction. Given the reactants Cl.[CH:2]1([O:7][C:8]2[CH:9]=[C:10]([C:18]3([C:24]#[N:25])[CH2:23][CH2:22][NH:21][CH2:20][CH2:19]3)[CH:11]=[CH:12][C:13]=2[O:14][CH:15]([F:17])[F:16])[CH2:6][CH2:5][CH2:4][CH2:3]1.C(=O)([O-])[O-].[K+].[K+].Br[CH2:33][C:34]([O:36][CH2:37][CH3:38])=[O:35].O, predict the reaction product. The product is: [CH2:37]([O:36][C:34](=[O:35])[CH2:33][N:21]1[CH2:20][CH2:19][C:18]([C:10]2[CH:11]=[CH:12][C:13]([O:14][CH:15]([F:17])[F:16])=[C:8]([O:7][CH:2]3[CH2:3][CH2:4][CH2:5][CH2:6]3)[CH:9]=2)([C:24]#[N:25])[CH2:23][CH2:22]1)[CH3:38].